Task: Predict the reaction yield, written as a fraction of the theoretical maximum amount of product (1.0 means a 100% yield; for example, 0.34 means a 34% yield).. Dataset: Reaction yield outcomes from USPTO patents with 853,638 reactions (1) The reactants are Cl[C:2]1[N:7]=[CH:6][N:5]=[C:4]([NH2:8])[CH:3]=1.[N:9]1[CH:14]=[CH:13][C:12](B(O)O)=[CH:11][CH:10]=1.C([O-])([O-])=O.[Na+].[Na+]. The catalyst is COCCOC.CCO.O.Cl[Pd](Cl)([P](C1C=CC=CC=1)(C1C=CC=CC=1)C1C=CC=CC=1)[P](C1C=CC=CC=1)(C1C=CC=CC=1)C1C=CC=CC=1. The product is [N:9]1[CH:14]=[CH:13][CH:12]=[C:11]([C:2]2[N:7]=[CH:6][N:5]=[C:4]([NH2:8])[CH:3]=2)[CH:10]=1. The yield is 0.350. (2) The reactants are [Br:1][C:2]1[CH:7]=[CH:6][C:5]([S:8]([N:11]=[N+]=[N-])(=[O:10])=[O:9])=[C:4]([CH2:14][CH3:15])[CH:3]=1.N#N. The catalyst is C1(Cl)C=CC=CC=1. The yield is 0.841. The product is [Br:1][C:2]1[CH:7]=[CH:6][C:5]2[S:8](=[O:10])(=[O:9])[NH:11][CH:14]([CH3:15])[C:4]=2[CH:3]=1.